This data is from Reaction yield outcomes from USPTO patents with 853,638 reactions. The task is: Predict the reaction yield, written as a fraction of the theoretical maximum amount of product (1.0 means a 100% yield; for example, 0.34 means a 34% yield). The reactants are [NH2:1][C:2]1[C:3]([OH:13])=[C:4]([S:9]([NH2:12])(=[O:11])=[O:10])[C:5]([Cl:8])=[CH:6][CH:7]=1.[CH2:14]([N:16]=[C:17]=[O:18])[CH3:15]. The catalyst is CN(C)C=O.C(OCC)(=O)C. The product is [NH2:12][S:9]([C:4]1[C:3]([OH:13])=[C:2]([NH:1][C:17]([NH:16][CH2:14][CH3:15])=[O:18])[CH:7]=[CH:6][C:5]=1[Cl:8])(=[O:11])=[O:10]. The yield is 0.440.